This data is from Forward reaction prediction with 1.9M reactions from USPTO patents (1976-2016). The task is: Predict the product of the given reaction. (1) Given the reactants [Br:1][C:2]1[CH:36]=[CH:35][C:5]([CH2:6][O:7][C:8]2[CH:13]=[CH:12][CH:11]=[CH:10][C:9]=2[CH2:14][CH2:15][N:16]([CH2:24][C:25]2[CH:34]=[CH:33][C:28]([C:29]([O:31][CH3:32])=[O:30])=[CH:27][CH:26]=2)C(OC(C)(C)C)=O)=[CH:4][CH:3]=1.FC(F)(F)C(O)=O.C(=O)(O)[O-].[Na+], predict the reaction product. The product is: [Br:1][C:2]1[CH:3]=[CH:4][C:5]([CH2:6][O:7][C:8]2[CH:13]=[CH:12][CH:11]=[CH:10][C:9]=2[CH2:14][CH2:15][NH:16][CH2:24][C:25]2[CH:26]=[CH:27][C:28]([C:29]([O:31][CH3:32])=[O:30])=[CH:33][CH:34]=2)=[CH:35][CH:36]=1. (2) Given the reactants Cl.[CH3:2][C:3]1[S:4][C:5]([C:8]2[N:12]=[C:11]([C@H:13]3[CH2:18][CH2:17][CH2:16][NH:15][CH2:14]3)[O:10][N:9]=2)=[CH:6][N:7]=1.[F:19][C:20]1[CH:28]=[CH:27][C:23]([C:24](Cl)=[O:25])=[CH:22][CH:21]=1, predict the reaction product. The product is: [F:19][C:20]1[CH:28]=[CH:27][C:23]([C:24]([N:15]2[CH2:16][CH2:17][CH2:18][C@H:13]([C:11]3[O:10][N:9]=[C:8]([C:5]4[S:4][C:3]([CH3:2])=[N:7][CH:6]=4)[N:12]=3)[CH2:14]2)=[O:25])=[CH:22][CH:21]=1. (3) Given the reactants [O:1]=[C:2]1[N:10]([CH2:11][CH2:12][CH3:13])[C:9]2[N:8]=[C:7]([C:14]34[CH2:22][C:18]([CH:23]=O)([CH2:19][CH2:20][CH2:21]3)[CH2:17][CH2:16][CH2:15]4)[NH:6][C:5]=2[C:4](=[O:25])[N:3]1[CH2:26][CH2:27][CH3:28].[CH3:29][N:30]([CH3:34])[CH2:31][CH2:32][NH2:33].[BH-](OC(C)=O)(OC(C)=O)OC(C)=O.[Na+], predict the reaction product. The product is: [CH3:29][N:30]([CH3:34])[CH2:31][CH2:32][NH:33][CH2:23][C:18]12[CH2:22][C:14]([C:7]3[NH:6][C:5]4[C:4](=[O:25])[N:3]([CH2:26][CH2:27][CH3:28])[C:2](=[O:1])[N:10]([CH2:11][CH2:12][CH3:13])[C:9]=4[N:8]=3)([CH2:21][CH2:20][CH2:19]1)[CH2:15][CH2:16][CH2:17]2. (4) Given the reactants O.[NH2:2][NH2:3].[CH3:4][O:5][C:6]([C:8]1[CH:9]=[C:10]2[C:15](=[CH:16][CH:17]=1)[N:14]=[C:13](Cl)[C:12]([Cl:19])=[N:11]2)=[O:7], predict the reaction product. The product is: [CH3:4][O:5][C:6]([C:8]1[CH:9]=[C:10]2[C:15](=[CH:16][CH:17]=1)[N:14]=[C:13]([NH:2][NH2:3])[C:12]([Cl:19])=[N:11]2)=[O:7]. (5) The product is: [F:23][C:18]1[CH:19]=[CH:20][CH:21]=[CH:22][C:17]=1[C:3]1[N:4]=[C:5]([CH2:7][N:8]([CH3:16])[C:9](=[O:15])[O:10][C:11]([CH3:14])([CH3:13])[CH3:12])[S:6][C:2]=1[S:32][C:28]1[CH:29]=[CH:30][CH:31]=[C:26]([O:25][CH3:24])[CH:27]=1. Given the reactants Br[C:2]1[S:6][C:5]([CH2:7][N:8]([CH3:16])[C:9](=[O:15])[O:10][C:11]([CH3:14])([CH3:13])[CH3:12])=[N:4][C:3]=1[C:17]1[CH:22]=[CH:21][CH:20]=[CH:19][C:18]=1[F:23].[CH3:24][O:25][C:26]1[CH:27]=[C:28]([SH:32])[CH:29]=[CH:30][CH:31]=1.C(N(C(C)C)C(C)C)C.C(=O)([O-])O.[Na+], predict the reaction product. (6) Given the reactants [C:1]12([CH2:11][O:12][C:13]3[CH:14]=[C:15]([CH2:19][CH2:20][NH:21][CH2:22][C@@H:23]([C:25]4[CH:34]=[CH:33][C:32]([O:35]CC5C=CC=CC=5)=[C:31]5[C:26]=4[CH:27]=[CH:28][C:29](=[O:43])[NH:30]5)[OH:24])[CH:16]=[CH:17][CH:18]=3)[CH2:10][CH:5]3[CH2:6][CH:7]([CH2:9][CH:3]([CH2:4]3)[CH2:2]1)[CH2:8]2.Cl, predict the reaction product. The product is: [C:1]12([CH2:11][O:12][C:13]3[CH:14]=[C:15]([CH2:19][CH2:20][NH:21][CH2:22][C@@H:23]([C:25]4[CH:34]=[CH:33][C:32]([OH:35])=[C:31]5[C:26]=4[CH:27]=[CH:28][C:29](=[O:43])[NH:30]5)[OH:24])[CH:16]=[CH:17][CH:18]=3)[CH2:10][CH:5]3[CH2:4][CH:3]([CH2:9][CH:7]([CH2:6]3)[CH2:8]1)[CH2:2]2. (7) Given the reactants [OH-].[Na+].[F:3][C:4]([F:33])([F:32])[C:5]1[CH:6]=[C:7]([CH:29]=[CH:30][CH:31]=1)[CH2:8][C:9]1[NH:10][C:11]2[C:16]([CH:17]=1)=[CH:15][CH:14]=[CH:13][C:12]=2[C:18]1[CH:19]=[C:20]([CH:26]=[CH:27][CH:28]=1)[C:21]([O:23]CC)=O.Cl.CCN=C=[N:39][CH2:40][CH2:41][CH2:42][N:43](C)C.C1C=CC2N(O)N=NC=2C=1.NCCC#N, predict the reaction product. The product is: [C:40]([CH2:41][CH2:42][NH:43][C:21](=[O:23])[C:20]1[CH:26]=[CH:27][CH:28]=[C:18]([C:12]2[CH:13]=[CH:14][CH:15]=[C:16]3[C:11]=2[NH:10][C:9]([CH2:8][C:7]2[CH:29]=[CH:30][CH:31]=[C:5]([C:4]([F:3])([F:32])[F:33])[CH:6]=2)=[CH:17]3)[CH:19]=1)#[N:39]. (8) Given the reactants Br[C:2]1[CH:3]=[CH:4][C:5]2=[C:6]([CH:37]=1)[N:7]=[C:8]([NH:29][C:30](=[O:36])[O:31][C:32]([CH3:35])([CH3:34])[CH3:33])[CH2:9][C:10]([C:12](=[O:28])[N:13]([CH2:17][CH2:18][CH2:19][O:20][Si:21]([C:24]([CH3:27])([CH3:26])[CH3:25])([CH3:23])[CH3:22])[CH2:14][CH2:15][CH3:16])=[CH:11]2.CC1(C)C(C)(C)OB([C:46]2[CH:51]=[CH:50][C:49]([CH2:52][C:53]([O:55][CH2:56][CH2:57][N:58]([CH3:60])[CH3:59])=[O:54])=[CH:48][CH:47]=2)O1.C(=O)([O-])[O-].[K+].[K+], predict the reaction product. The product is: [CH3:60][N:58]([CH3:59])[CH2:57][CH2:56][O:55][C:53](=[O:54])[CH2:52][C:49]1[CH:50]=[CH:51][C:46]([C:2]2[CH:3]=[CH:4][C:5]3=[C:6]([CH:37]=2)[N:7]=[C:8]([NH:29][C:30]([O:31][C:32]([CH3:34])([CH3:33])[CH3:35])=[O:36])[CH2:9][C:10]([C:12](=[O:28])[N:13]([CH2:17][CH2:18][CH2:19][O:20][Si:21]([C:24]([CH3:27])([CH3:25])[CH3:26])([CH3:22])[CH3:23])[CH2:14][CH2:15][CH3:16])=[CH:11]3)=[CH:47][CH:48]=1.